This data is from Reaction yield outcomes from USPTO patents with 853,638 reactions. The task is: Predict the reaction yield, written as a fraction of the theoretical maximum amount of product (1.0 means a 100% yield; for example, 0.34 means a 34% yield). (1) The reactants are [F:1][C:2]([F:12])([F:11])[C:3]1[CH:8]=[CH:7][CH:6]=[CH:5][C:4]=1[NH:9][NH2:10].[F:13][C:14]([F:21])([F:20])[C:15](=O)[CH2:16][C:17]#[N:18]. The catalyst is C1(C)C=CC=CC=1. The product is [F:13][C:14]([F:21])([F:20])[C:15]1[CH:16]=[C:17]([NH2:18])[N:9]([C:4]2[CH:5]=[CH:6][CH:7]=[CH:8][C:3]=2[C:2]([F:11])([F:12])[F:1])[N:10]=1. The yield is 0.610. (2) The reactants are [N+:1]([C:4]1[CH:28]=[CH:27][C:7]([C:8]([CH:10]2[C:14](=[O:15])[NH:13][C:12]([C:16]3[CH:21]=[CH:20][CH:19]=[CH:18][CH:17]=3)=[C:11]2[C:22]([O:24]CC)=[O:23])=O)=[CH:6][CH:5]=1)([O-:3])=[O:2]. The catalyst is CO. The product is [N+:1]([C:4]1[CH:5]=[CH:6][C:7]([C:8]2[O:24][C:22](=[O:23])[C:11]3[C:10]=2[C:14](=[O:15])[NH:13][C:12]=3[C:16]2[CH:17]=[CH:18][CH:19]=[CH:20][CH:21]=2)=[CH:27][CH:28]=1)([O-:3])=[O:2]. The yield is 0.870. (3) The reactants are [F:1][C:2]1[CH:3]=[CH:4][C:5]2[O:10][CH2:9][C:8](=[O:11])[N:7]([CH2:12][C@H:13]([CH3:16])[CH2:14]I)[C:6]=2[CH:17]=1.[CH2:18]([CH:23]1[CH2:29][CH:28]2[NH:30][CH:25]([CH2:26][CH2:27]2)[CH2:24]1)[CH2:19][CH2:20][CH2:21][CH3:22]. The catalyst is CCCCCCC.CCOC(C)=O. The product is [F:1][C:2]1[CH:3]=[CH:4][C:5]2[O:10][CH2:9][C:8](=[O:11])[N:7]([CH2:12][C@H:13]([CH3:16])[CH2:14][N:30]3[CH:25]4[CH2:26][CH2:27][CH:28]3[CH2:29][CH:23]([CH2:18][CH2:19][CH2:20][CH2:21][CH3:22])[CH2:24]4)[C:6]=2[CH:17]=1. The yield is 0.580. (4) The reactants are Br[CH2:2][C:3]1[CH:8]=[CH:7][CH:6]=[C:5]([N+:9]([O-:11])=[O:10])[CH:4]=1.[C-:12]#[N:13].[Na+].O. The catalyst is CN(C=O)C. The product is [N+:9]([C:5]1[CH:4]=[C:3]([CH2:2][C:12]#[N:13])[CH:8]=[CH:7][CH:6]=1)([O-:11])=[O:10]. The yield is 0.440. (5) The yield is 0.990. The catalyst is CC(O)=O.C(Cl)(Cl)Cl. The product is [Br:12][C:4]1[CH:5]=[C:6]([N+:9]([O-:11])=[O:10])[CH:7]=[CH:8][C:3]=1[NH:2][CH3:1].[Br:12][C:4]1[CH:5]=[C:6]([N+:9]([O-:11])=[O:10])[CH:7]=[CH:8][C:3]=1[NH:2][CH3:1]. The reactants are [CH3:1][NH:2][C:3]1[CH:8]=[CH:7][C:6]([N+:9]([O-:11])=[O:10])=[CH:5][CH:4]=1.[Br:12]Br.C([O-])(O)=O.[Na+].